From a dataset of Reaction yield outcomes from USPTO patents with 853,638 reactions. Predict the reaction yield, written as a fraction of the theoretical maximum amount of product (1.0 means a 100% yield; for example, 0.34 means a 34% yield). (1) The reactants are [Br:1][C:2]1[CH:3]=[C:4]([C:14]([O:16]C)=[O:15])[C:5]2[CH:6]=[CH:7][N:8]([CH:11]3[CH2:13][CH2:12]3)[C:9]=2[CH:10]=1.[OH-].[Na+]. The catalyst is CO.C1COCC1. The product is [Br:1][C:2]1[CH:3]=[C:4]([C:14]([OH:16])=[O:15])[C:5]2[CH:6]=[CH:7][N:8]([CH:11]3[CH2:13][CH2:12]3)[C:9]=2[CH:10]=1. The yield is 0.900. (2) The reactants are C([O:3][C:4]([C:6]1[C:11]([NH:12][C:13]2[CH:18]=[CH:17][C:16]([CH3:19])=[CH:15][C:14]=2[F:20])=[C:10]([CH3:21])[C:9](=[O:22])[N:8]([CH3:23])[C:7]=1[CH2:24]Br)=O)C.[NH3:26]. The catalyst is CO. The product is [F:20][C:14]1[CH:15]=[C:16]([CH3:19])[CH:17]=[CH:18][C:13]=1[NH:12][C:11]1[C:6]2[C:4](=[O:3])[NH:26][CH2:24][C:7]=2[N:8]([CH3:23])[C:9](=[O:22])[C:10]=1[CH3:21]. The yield is 0.460. (3) The catalyst is C(O)(C)(C)C. The yield is 0.920. The product is [F:13][C:14]1[CH:19]=[CH:18][CH:17]=[CH:16][C:15]=1[C@@H:20]([OH:22])[CH3:21]. The reactants are B.C(N(CC)C1C=CC=CC=1)C.[F:13][C:14]1[CH:19]=[CH:18][CH:17]=[CH:16][C:15]=1[C:20](=[O:22])[CH3:21].CO. (4) The reactants are Cl[C:2]1[CH:7]=[CH:6][C:5](/[C:8](/[CH3:24])=[CH:9]/[S:10]([NH:13][C:14]2[CH:19]=[CH:18][CH:17]=[CH:16][C:15]=2[S:20]([NH2:23])(=[O:22])=[O:21])(=[O:12])=[O:11])=[CH:4][CH:3]=1.ClC1C=CC(C(=C)CS(NC2C=CC=CC=2S(N)(=O)=O)(=O)=O)=CC=1.[H][H]. The catalyst is CO.[Pd]. The product is [C:5]1([CH:8]([CH3:24])[CH2:9][S:10]([NH:13][C:14]2[CH:19]=[CH:18][CH:17]=[CH:16][C:15]=2[S:20]([NH2:23])(=[O:22])=[O:21])(=[O:11])=[O:12])[CH:6]=[CH:7][CH:2]=[CH:3][CH:4]=1. The yield is 0.320. (5) The reactants are [CH2:1]([N:4]1[CH2:11][CH:10]2[C:6]([C:23]3[S:24][C:25]([F:28])=[CH:26][CH:27]=3)([N:7]([C:12]([NH:14][C:15](=[O:22])[C:16]3[CH:21]=[CH:20][CH:19]=[CH:18][CH:17]=3)=[S:13])[O:8][CH2:9]2)[CH2:5]1)[CH:2]=[CH2:3]. The catalyst is [Zn].C(O)(=O)C. The product is [CH2:1]([N:4]1[CH2:11][CH:10]([CH2:9][OH:8])[C:6]([NH:7][C:12]([NH:14][C:15](=[O:22])[C:16]2[CH:17]=[CH:18][CH:19]=[CH:20][CH:21]=2)=[S:13])([C:23]2[S:24][C:25]([F:28])=[CH:26][CH:27]=2)[CH2:5]1)[CH:2]=[CH2:3]. The yield is 0.960. (6) The reactants are [CH2:1]([N:8]([CH2:12][C:13]1[C:18](Cl)=[N:17][C:16]([N:20]([CH2:22][CH:23]2[CH2:25][CH2:24]2)[CH3:21])=[CH:15][N:14]=1)[CH2:9][CH2:10][OH:11])[C:2]1[CH:7]=[CH:6][CH:5]=[CH:4][CH:3]=1.CC(C)([O-])C.[K+].O. The catalyst is CN(C=O)C. The product is [CH2:1]([N:8]1[CH2:12][C:13]2[N:14]=[CH:15][C:16]([N:20]([CH2:22][CH:23]3[CH2:25][CH2:24]3)[CH3:21])=[N:17][C:18]=2[O:11][CH2:10][CH2:9]1)[C:2]1[CH:7]=[CH:6][CH:5]=[CH:4][CH:3]=1. The yield is 0.790. (7) The reactants are [F:1][C:2]1[CH:11]=[C:10]2[C:5]([C:6]([C:14]#[N:15])=[C:7]([OH:13])[N:8]=[C:9]2[SH:12])=[CH:4][CH:3]=1.[CH3:16]N(C=O)C.[OH-].[Na+].IC. The yield is 0.790. The catalyst is C(O)(=O)CC(CC(O)=O)(C(O)=O)O. The product is [F:1][C:2]1[CH:11]=[C:10]2[C:5]([C:6]([C:14]#[N:15])=[C:7]([OH:13])[N:8]=[C:9]2[S:12][CH3:16])=[CH:4][CH:3]=1. (8) The reactants are [NH:1]1[CH:5]=[CH:4][N:3]=[N:2]1.[H-].[Na+].Cl[C:9]1[C:14]([I:15])=[CH:13][N:12]=[CH:11][N:10]=1.[NH4+].[Cl-]. The catalyst is C1COCC1.C(OCC)(=O)C. The product is [I:15][C:14]1[C:9]([N:2]2[N:3]=[CH:4][CH:5]=[N:1]2)=[N:10][CH:11]=[N:12][CH:13]=1. The yield is 0.400. (9) The reactants are Br[CH:2]([C:14]1[CH:19]=[CH:18][CH:17]=[CH:16][CH:15]=1)[C:3]([O:5][C@H:6]([C:8]1[CH:13]=[CH:12][CH:11]=[CH:10][CH:9]=1)[CH3:7])=[O:4].C(N(CC)CC)C.[CH3:27][C:28]1([OH:34])[CH2:33][CH2:32][NH:31][CH2:30][CH2:29]1. The catalyst is C1COCC1.[I-].C([N+](CCCC)(CCCC)CCCC)CCC.C(OCC)(=O)C. The product is [OH:34][C:28]1([CH3:27])[CH2:33][CH2:32][N:31]([C@H:2]([C:14]2[CH:19]=[CH:18][CH:17]=[CH:16][CH:15]=2)[C:3]([O:5][C@H:6]([C:8]2[CH:13]=[CH:12][CH:11]=[CH:10][CH:9]=2)[CH3:7])=[O:4])[CH2:30][CH2:29]1. The yield is 0.600. (10) The reactants are [C:1]([C:5]1[CH:9]=[C:8]([NH:10][C:11]([NH:13][C:14]2[C:23]3[C:18](=[CH:19][CH:20]=[CH:21][CH:22]=3)[CH:17]=[CH:16][CH:15]=2)=[O:12])[N:7]([C:24]2[CH:29]=[CH:28][CH:27]=[C:26]([CH2:30][NH2:31])[CH:25]=2)[N:6]=1)([CH3:4])([CH3:3])[CH3:2].C1N=CN([C:37]([N:39]2[CH:43]=N[CH:41]=[CH:40]2)=[O:38])C=1.N1CCC[CH2:46][CH2:45]1. The catalyst is CN(C=O)C. The product is [C:1]([C:5]1[CH:9]=[C:8]([NH:10][C:11]([NH:13][C:14]2[C:23]3[C:18](=[CH:19][CH:20]=[CH:21][CH:22]=3)[CH:17]=[CH:16][CH:15]=2)=[O:12])[N:7]([C:24]2[CH:29]=[CH:28][CH:27]=[C:26]([CH2:30][NH:31][C:37]([N:39]3[CH2:40][CH2:41][CH2:46][CH2:45][CH2:43]3)=[O:38])[CH:25]=2)[N:6]=1)([CH3:4])([CH3:2])[CH3:3]. The yield is 0.270.